Dataset: Reaction yield outcomes from USPTO patents with 853,638 reactions. Task: Predict the reaction yield, written as a fraction of the theoretical maximum amount of product (1.0 means a 100% yield; for example, 0.34 means a 34% yield). (1) The reactants are [NH:1]1[C:5]2[CH:6]=[CH:7][C:8]([C:10]([OH:12])=O)=[CH:9][C:4]=2[N:3]=[CH:2]1.[CH3:13][C:14]1[N:19]=[N:18][C:17]([O:20][C:21]2[C:26]3[C@@H:27]4[C@H:32]([CH2:33][CH2:34][C:25]=3[CH:24]=[CH:23][CH:22]=2)[NH:31][CH2:30][CH2:29][CH2:28]4)=[CH:16][CH:15]=1. No catalyst specified. The product is [NH:1]1[C:5]2[CH:6]=[CH:7][C:8]([C:10]([N:31]3[C@@H:32]4[C@@H:27]([C:26]5[C:21]([O:20][C:17]6[N:18]=[N:19][C:14]([CH3:13])=[CH:15][CH:16]=6)=[CH:22][CH:23]=[CH:24][C:25]=5[CH2:34][CH2:33]4)[CH2:28][CH2:29][CH2:30]3)=[O:12])=[CH:9][C:4]=2[N:3]=[CH:2]1. The yield is 0.170. (2) The reactants are [C:1]([C:5]1[O:6][C:7]2[C:13]([S:14](Cl)(=[O:16])=[O:15])=[C:12]([Cl:18])[CH:11]=[CH:10][C:8]=2[N:9]=1)([CH3:4])([CH3:3])[CH3:2].C(N(CC)CC)C.[C:26]([O:30][C:31]([N:33]1[CH2:38][CH2:37][NH:36][CH2:35][CH2:34]1)=[O:32])([CH3:29])([CH3:28])[CH3:27]. The catalyst is C1COCC1. The product is [C:26]([O:30][C:31]([N:33]1[CH2:38][CH2:37][N:36]([S:14]([C:13]2[C:7]3[O:6][C:5]([C:1]([CH3:4])([CH3:3])[CH3:2])=[N:9][C:8]=3[CH:10]=[CH:11][C:12]=2[Cl:18])(=[O:16])=[O:15])[CH2:35][CH2:34]1)=[O:32])([CH3:29])([CH3:27])[CH3:28]. The yield is 0.670. (3) The reactants are [NH2:1][C:2]1[CH:16]=[CH:15][CH:14]=[CH:13][C:3]=1[C:4]([NH:6][C:7]1[CH:12]=[CH:11][CH:10]=[CH:9][N:8]=1)=[O:5].[CH2:17](OC(OCC)(OCC)C)[CH3:18]. The catalyst is O. The product is [CH3:17][C:18]1[N:6]([C:7]2[CH:12]=[CH:11][CH:10]=[CH:9][N:8]=2)[C:4](=[O:5])[C:3]2[C:2](=[CH:16][CH:15]=[CH:14][CH:13]=2)[N:1]=1. The yield is 0.750. (4) The reactants are [H-].[Na+].[N:3]1[CH:4]=[CH:5][N:6]2[CH2:11][CH:10]([OH:12])[CH2:9][CH2:8][C:7]=12.Cl[CH2:14][C:15]([N:17]1[CH2:36][CH2:35][C:20]2[N:21]=[C:22]([NH:25][CH:26]3[CH2:34][C:33]4[C:28](=[CH:29][CH:30]=[CH:31][CH:32]=4)[CH2:27]3)[N:23]=[CH:24][C:19]=2[CH2:18]1)=[O:16].O. The catalyst is CN(C)C=O. The product is [CH2:27]1[C:28]2[C:33](=[CH:32][CH:31]=[CH:30][CH:29]=2)[CH2:34][CH:26]1[NH:25][C:22]1[N:23]=[CH:24][C:19]2[CH2:18][N:17]([C:15](=[O:16])[CH2:14][O:12][CH:10]3[CH2:11][N:6]4[CH:5]=[CH:4][N:3]=[C:7]4[CH2:8][CH2:9]3)[CH2:36][CH2:35][C:20]=2[N:21]=1. The yield is 0.110. (5) The reactants are [CH:1]1[C:9]2[C:8]3[CH:10]=[CH:11][CH:12]=[CH:13][C:7]=3[S:6][C:5]=2[C:4]([C:14]2[C:22]3[C:21]4[CH:23]=[CH:24][CH:25]=[CH:26][C:20]=4[S:19][C:18]=3[C:17]([OH:27])=[C:16]([C:28]3[C:33]4[S:34][C:35]5[CH:40]=[CH:39][CH:38]=[CH:37][C:36]=5[C:32]=4[CH:31]=[CH:30][CH:29]=3)[CH:15]=2)=[CH:3][CH:2]=1.[CH2:41]1C[O:44][CH2:43][CH2:42]1.C(N(CC)CC)C.C(Cl)(=O)C=C. The yield is 0.630. The product is [C:43]([O:27][C:17]1[C:18]2[S:19][C:20]3[CH:26]=[CH:25][CH:24]=[CH:23][C:21]=3[C:22]=2[C:14]([C:4]2[C:5]3[S:6][C:7]4[CH:13]=[CH:12][CH:11]=[CH:10][C:8]=4[C:9]=3[CH:1]=[CH:2][CH:3]=2)=[CH:15][C:16]=1[C:28]1[C:33]2[S:34][C:35]3[CH:40]=[CH:39][CH:38]=[CH:37][C:36]=3[C:32]=2[CH:31]=[CH:30][CH:29]=1)(=[O:44])[CH:42]=[CH2:41]. The catalyst is O.C(OCC)(=O)C. (6) The catalyst is C1COCC1.C(OCC)(=O)C. The yield is 0.840. The product is [CH3:22][C:23]1([CH3:31])[O:27][C@H:26]([CH2:28][O:29][NH:30][C:19]([C:11]2[CH:12]=[CH:13][C:14]3[N:15]([CH:16]=[N:17][CH:18]=3)[C:10]=2[NH:9][C:3]2[CH:4]=[CH:5][C:6]([I:8])=[CH:7][C:2]=2[F:1])=[O:21])[CH2:25][O:24]1. The reactants are [F:1][C:2]1[CH:7]=[C:6]([I:8])[CH:5]=[CH:4][C:3]=1[NH:9][C:10]1[N:15]2[CH:16]=[N:17][CH:18]=[C:14]2[CH:13]=[CH:12][C:11]=1[C:19]([OH:21])=O.[CH3:22][C:23]1([CH3:31])[O:27][C@@H:26]([CH2:28][O:29][NH2:30])[CH2:25][O:24]1.CCN(C(C)C)C(C)C.C1C=CC2N(O)N=NC=2C=1.CCN=C=NCCCN(C)C. (7) The reactants are C1C=CC(P(C2C=CC=CC=2)C2C=CC=CC=2)=CC=1.[C:20]([O:24][C:25]([C@@H:27]1[CH2:31][C@@H:30]([OH:32])[CH2:29][C@H:28]1[C:33](=[O:45])[NH:34][C@:35]1([C:40]([O:42][CH2:43][CH3:44])=[O:41])[CH2:37][C@H:36]1[CH:38]=[CH2:39])=[O:26])([CH3:23])([CH3:22])[CH3:21].[F:46][C:47]1[CH:48]=[C:49]([C:53]2[N:62]=[C:61](O)[C:60]3[C:55](=[C:56]([CH3:66])[C:57]([O:64][CH3:65])=[CH:58][CH:59]=3)[N:54]=2)[CH:50]=[CH:51][CH:52]=1.N#N.CC(OC(/N=N/C(OC(C)C)=O)=O)C. The catalyst is CN(C=O)C.C1COCC1. The product is [C:20]([O:24][C:25]([CH:27]1[CH2:31][CH:30]([O:32][C:61]2[C:60]3[C:55](=[C:56]([CH3:66])[C:57]([O:64][CH3:65])=[CH:58][CH:59]=3)[N:54]=[C:53]([C:49]3[CH:50]=[CH:51][CH:52]=[C:47]([F:46])[CH:48]=3)[N:62]=2)[CH2:29][CH:28]1[C:33](=[O:45])[NH:34][C:35]1([C:40]([O:42][CH2:43][CH3:44])=[O:41])[CH2:37][CH:36]1[CH:38]=[CH2:39])=[O:26])([CH3:23])([CH3:21])[CH3:22]. The yield is 0.940. (8) The reactants are [F:1][C:2]1[CH:3]=[C:4]([C:10]2[CH:11]=[C:12]([CH2:27]OS(C)(=O)=O)[C:13](=[O:26])[N:14]([CH2:16][CH2:17][CH2:18][C:19]3[CH:24]=[CH:23][C:22]([F:25])=[CH:21][CH:20]=3)[N:15]=2)[CH:5]=[CH:6][C:7]=1[O:8][CH3:9].[CH3:33][NH:34][CH3:35]. The yield is 0.618. The product is [CH3:33][N:34]([CH2:27][C:12]1[C:13](=[O:26])[N:14]([CH2:16][CH2:17][CH2:18][C:19]2[CH:24]=[CH:23][C:22]([F:25])=[CH:21][CH:20]=2)[N:15]=[C:10]([C:4]2[CH:5]=[CH:6][C:7]([O:8][CH3:9])=[C:2]([F:1])[CH:3]=2)[CH:11]=1)[CH3:35]. No catalyst specified.